This data is from Full USPTO retrosynthesis dataset with 1.9M reactions from patents (1976-2016). The task is: Predict the reactants needed to synthesize the given product. Given the product [CH3:1][O:2][C:3]1[CH:12]=[C:11]2[C:6]([CH:7]=[CH:8][C:9]([C:13]([OH:15])=[O:14])=[CH:10]2)=[CH:5][CH:4]=1, predict the reactants needed to synthesize it. The reactants are: [CH3:1][O:2][C:3]1[CH:12]=[C:11]2[C:6]([CH:7]=[CH:8][C:9]([C:13]([O:15]C)=[O:14])=[CH:10]2)=[CH:5][CH:4]=1.[OH-].[K+].